From a dataset of Catalyst prediction with 721,799 reactions and 888 catalyst types from USPTO. Predict which catalyst facilitates the given reaction. (1) Reactant: [CH:1]1[C:2]([CH2:10][C@@H:11]([NH2:28])[CH2:12][C:13]([N:15]2[CH2:27][C:19]3=[N:20][N:21]=[C:22]([C:23]([F:26])([F:25])[F:24])[N:18]3[CH2:17][CH2:16]2)=[O:14])=[C:3]([F:9])[CH:4]=[C:5]([F:8])[C:6]=1[F:7].[C:29]([OH:40])(=[O:39])[C:30]1[CH:38]=[CH:37][CH:36]=[C:32]([C:33]([OH:35])=[O:34])[CH:31]=1. Product: [CH:1]1[C:2]([CH2:10][C@@H:11]([NH2:28])[CH2:12][C:13]([N:15]2[CH2:27][C:19]3=[N:20][N:21]=[C:22]([C:23]([F:26])([F:25])[F:24])[N:18]3[CH2:17][CH2:16]2)=[O:14])=[C:3]([F:9])[CH:4]=[C:5]([F:8])[C:6]=1[F:7].[C:29]([O-:40])(=[O:39])[C:30]1[CH:38]=[CH:37][CH:36]=[C:32]([C:33]([O-:35])=[O:34])[CH:31]=1. The catalyst class is: 32. (2) Reactant: C(OC([N:11]1[CH2:16][CH2:15][CH:14]([N:17]2[C:21]([NH:22][C:23]([NH:25][C@@H:26]3[C:35]4[C:30](=[CH:31][CH:32]=[CH:33][CH:34]=4)[C@H:29]([O:36][C:37]4[CH:38]=[CH:39][C:40]5[N:41]([C:43]([CH:46]([CH3:48])[CH3:47])=[N:44][N:45]=5)[CH:42]=4)[CH2:28][CH2:27]3)=[O:24])=[CH:20][C:19]([C:49]([CH3:52])([CH3:51])[CH3:50])=[N:18]2)[CH2:13][CH2:12]1)=O)C1C=CC=CC=1.N.CO. Product: [C:49]([C:19]1[CH:20]=[C:21]([NH:22][C:23]([NH:25][C@@H:26]2[C:35]3[C:30](=[CH:31][CH:32]=[CH:33][CH:34]=3)[C@H:29]([O:36][C:37]3[CH:38]=[CH:39][C:40]4[N:41]([C:43]([CH:46]([CH3:48])[CH3:47])=[N:44][N:45]=4)[CH:42]=3)[CH2:28][CH2:27]2)=[O:24])[N:17]([CH:14]2[CH2:15][CH2:16][NH:11][CH2:12][CH2:13]2)[N:18]=1)([CH3:52])([CH3:51])[CH3:50]. The catalyst class is: 50.